This data is from Reaction yield outcomes from USPTO patents with 853,638 reactions. The task is: Predict the reaction yield, written as a fraction of the theoretical maximum amount of product (1.0 means a 100% yield; for example, 0.34 means a 34% yield). (1) The reactants are C[O:2][C:3]([C:5]1[CH:10]=[C:9]([Br:11])[C:8](=[O:12])[N:7]([CH3:13])[C:6]=1[NH:14][C:15]1[CH:20]=[CH:19][C:18]([Br:21])=[CH:17][C:16]=1[F:22])=[O:4].COC(C1C=CC(=O)N(C)C=1NC1C=CC(Br)=CC=1F)=O.BrN1C(=O)CCC1=O. The catalyst is CN(C=O)C. The product is [Br:11][C:9]1[C:8](=[O:12])[N:7]([CH3:13])[C:6]([NH:14][C:15]2[CH:20]=[CH:19][C:18]([Br:21])=[CH:17][C:16]=2[F:22])=[C:5]([C:3]([OH:4])=[O:2])[CH:10]=1. The yield is 0.850. (2) The catalyst is CO. The reactants are C(OC([N:11]1[CH2:15][CH2:14][CH:13]2[N:16]([C:19](=[O:34])[CH:20]([CH:28]3[CH2:33][CH2:32][CH2:31][CH2:30][CH2:29]3)[NH:21][C:22](=[O:27])[CH:23]([NH:25][CH3:26])[CH3:24])[CH2:17][CH2:18][CH:12]12)=O)C1C=CC=CC=1. The yield is 0.520. The product is [CH:28]1([CH:20]([NH:21][C:22](=[O:27])[CH:23]([NH:25][CH3:26])[CH3:24])[C:19]([N:16]2[CH2:17][CH2:18][CH:12]3[NH:11][CH2:15][CH2:14][CH:13]23)=[O:34])[CH2:33][CH2:32][CH2:31][CH2:30][CH2:29]1. (3) The reactants are Cl.[CH2:2]([O:9][C:10]1[CH:19]=[C:18]2[C:13]([C:14]([Cl:20])=[N:15][CH:16]=[N:17]2)=[CH:12][C:11]=1[O:21][CH3:22])[C:3]1[CH:8]=[CH:7][CH:6]=[CH:5][CH:4]=1.[Cl:23][C:24]1[CH:30]=[CH:29][C:27]([NH2:28])=[C:26]([F:31])[CH:25]=1. The catalyst is C(O)(C)C. The product is [ClH:20].[CH2:2]([O:9][C:10]1[CH:19]=[C:18]2[C:13]([C:14]([NH:28][C:27]3[CH:29]=[CH:30][C:24]([Cl:23])=[CH:25][C:26]=3[F:31])=[N:15][CH:16]=[N:17]2)=[CH:12][C:11]=1[O:21][CH3:22])[C:3]1[CH:8]=[CH:7][CH:6]=[CH:5][CH:4]=1. The yield is 0.710.